Dataset: Reaction yield outcomes from USPTO patents with 853,638 reactions. Task: Predict the reaction yield, written as a fraction of the theoretical maximum amount of product (1.0 means a 100% yield; for example, 0.34 means a 34% yield). (1) The reactants are [F:1][C:2]([F:11])([F:10])[C:3]1([C:7]([OH:9])=O)[CH2:6][CH2:5][CH2:4]1.[NH:12]1[CH2:17][CH2:16][CH:15]([C:18]([O:20][CH2:21][CH3:22])=[O:19])[CH2:14][CH2:13]1.C(Cl)CCl.C1C=CC2N(O)N=NC=2C=1.CCN(C(C)C)C(C)C.[NH4+].[Cl-]. The catalyst is C(Cl)Cl. The product is [F:10][C:2]([F:1])([F:11])[C:3]1([C:7]([N:12]2[CH2:17][CH2:16][CH:15]([C:18]([O:20][CH2:21][CH3:22])=[O:19])[CH2:14][CH2:13]2)=[O:9])[CH2:4][CH2:5][CH2:6]1. The yield is 0.820. (2) The reactants are Cl.[CH3:2][O:3][CH2:4][CH2:5][O:6][C:7]1[CH:12]=[CH:11][C:10](/[CH:13]=[CH:14]/[C:15]([NH:17][S:18]([CH2:21][CH2:22][CH2:23][CH2:24][CH3:25])(=[O:20])=[O:19])=[O:16])=[C:9]([O:26][CH:27]2[CH2:32][CH2:31][NH:30][CH2:29][CH2:28]2)[CH:8]=1.[C:33](OC(=O)C)(=[O:35])[CH3:34]. The catalyst is N1C=CC=CC=1.CN(C)C1C=CN=CC=1. The product is [C:33]([N:30]1[CH2:29][CH2:28][CH:27]([O:26][C:9]2[CH:8]=[C:7]([O:6][CH2:5][CH2:4][O:3][CH3:2])[CH:12]=[CH:11][C:10]=2/[CH:13]=[CH:14]/[C:15]([NH:17][S:18]([CH2:21][CH2:22][CH2:23][CH2:24][CH3:25])(=[O:19])=[O:20])=[O:16])[CH2:32][CH2:31]1)(=[O:35])[CH3:34]. The yield is 0.620. (3) The reactants are [Cl-].O[NH3+:3].[C:4](=[O:7])([O-])[OH:5].[Na+].CS(C)=O.[C:13]([O:16][C:17]([CH3:56])([CH3:55])[C:18]([O:20][C@H:21]1[CH2:26][CH2:25][C@H:24]([N:27]2[C:32](=[O:33])[C:31]([CH2:34][C:35]3[CH:40]=[CH:39][C:38]([C:41]4[CH:46]=[CH:45][CH:44]=[CH:43][C:42]=4[C:47]#[N:48])=[CH:37][CH:36]=3)=[C:30]([CH2:49][CH2:50][CH3:51])[N:29]3[N:52]=[CH:53][CH:54]=[C:28]23)[CH2:23][CH2:22]1)=[O:19])(=[O:15])[CH3:14]. The catalyst is C(OCC)(=O)C. The product is [C:13]([O:16][C:17]([CH3:55])([CH3:56])[C:18]([O:20][C@H:21]1[CH2:26][CH2:25][C@H:24]([N:27]2[C:32](=[O:33])[C:31]([CH2:34][C:35]3[CH:36]=[CH:37][C:38]([C:41]4[CH:46]=[CH:45][CH:44]=[CH:43][C:42]=4[C:47]4[NH:3][C:4](=[O:7])[O:5][N:48]=4)=[CH:39][CH:40]=3)=[C:30]([CH2:49][CH2:50][CH3:51])[N:29]3[N:52]=[CH:53][CH:54]=[C:28]23)[CH2:23][CH2:22]1)=[O:19])(=[O:15])[CH3:14]. The yield is 0.550. (4) The reactants are [Cl:1][C:2]1[CH:7]=[CH:6][C:5]([C:8]2[C:9]([OH:15])=[CH:10][CH:11]=[CH:12][C:13]=2[F:14])=[C:4]([CH3:16])[CH:3]=1.C(=O)([O-])[O-].[K+].[K+].[CH2:23](Br)[CH:24]=[CH2:25]. The catalyst is CS(C)=O. The product is [CH2:25]([O:15][C:9]1[CH:10]=[CH:11][CH:12]=[C:13]([F:14])[C:8]=1[C:5]1[CH:6]=[CH:7][C:2]([Cl:1])=[CH:3][C:4]=1[CH3:16])[CH:24]=[CH2:23]. The yield is 0.660. (5) The reactants are C(O)(C)C.[F:5][C:6]1[CH:11]=[CH:10][CH:9]=[C:8]([F:12])[C:7]=1[N:13]1[C:18]2[N:19]=[C:20]([NH:38][CH2:39][C:40]3[NH:41][CH:42]=[CH:43][N:44]=3)[N:21]=[C:22]([C:23]3[CH:24]=[C:25]([CH:34]=[CH:35][C:36]=3[CH3:37])[C:26]([NH:28][C:29]3[S:30][CH:31]=[CH:32][N:33]=3)=[O:27])[C:17]=2[CH:16]=[CH:15][C:14]1=[O:45].[C:46]([OH:53])(=[O:52])/[CH:47]=[CH:48]/[C:49]([OH:51])=[O:50]. The catalyst is C(O)C. The product is [C:46]([OH:53])(=[O:52])/[CH:47]=[CH:48]/[C:49]([OH:51])=[O:50].[F:5][C:6]1[CH:11]=[CH:10][CH:9]=[C:8]([F:12])[C:7]=1[N:13]1[C:18]2[N:19]=[C:20]([NH:38][CH2:39][C:40]3[NH:44][CH:43]=[CH:42][N:41]=3)[N:21]=[C:22]([C:23]3[CH:24]=[C:25]([CH:34]=[CH:35][C:36]=3[CH3:37])[C:26]([NH:28][C:29]3[S:30][CH:31]=[CH:32][N:33]=3)=[O:27])[C:17]=2[CH:16]=[CH:15][C:14]1=[O:45]. The yield is 0.614. (6) The reactants are [O:1]1[CH2:6][CH2:5][CH:4]([C:7]([O:9][NH:10][C:11]([O:13][C:14]([CH3:17])([CH3:16])[CH3:15])=[O:12])=[O:8])[CH2:3][CH2:2]1.[Cl:18][C:19]1[S:23][C:22]([S:24](Cl)(=[O:26])=[O:25])=[CH:21][CH:20]=1.C(N(CC)CC)C.O. The catalyst is C(Cl)Cl.CN(C1C=CN=CC=1)C.CCOC(C)=O. The product is [O:1]1[CH2:6][CH2:5][CH:4]([C:7]([O:9][N:10]([C:11]([O:13][C:14]([CH3:17])([CH3:16])[CH3:15])=[O:12])[S:24]([C:22]2[S:23][C:19]([Cl:18])=[CH:20][CH:21]=2)(=[O:26])=[O:25])=[O:8])[CH2:3][CH2:2]1. The yield is 0.270. (7) The reactants are [CH3:1][C:2]1[CH:7]=[CH:6][N:5]=[CH:4][C:3]=1[N:8]1[CH2:12][CH2:11][NH:10][C:9]1=[O:13].Br[C:15]1[CH:16]=[N:17][C:18]([Cl:21])=[N:19][CH:20]=1.N[C@@H]1CCCC[C@H]1N.C(=O)([O-])[O-].[K+].[K+]. The catalyst is [Cu](I)I.O1CCOCC1. The product is [Cl:21][C:18]1[N:19]=[CH:20][C:15]([N:10]2[CH2:11][CH2:12][N:8]([C:3]3[CH:4]=[N:5][CH:6]=[CH:7][C:2]=3[CH3:1])[C:9]2=[O:13])=[CH:16][N:17]=1. The yield is 0.265. (8) The reactants are [O:1]1[CH2:5][CH2:4][O:3][CH:2]1[C:6]1[S:7][CH:8]=[CH:9][N:10]=1.CCCCCC.C([Li])CCC.[C:22](OCC)(=[O:28])[C:23]([O:25][CH2:26][CH3:27])=[O:24].Cl. The catalyst is O1CCCC1. The product is [O:1]1[CH2:5][CH2:4][O:3][CH:2]1[C:6]1[S:7][C:8]([C:22](=[O:28])[C:23]([O:25][CH2:26][CH3:27])=[O:24])=[CH:9][N:10]=1. The yield is 0.520. (9) The reactants are [CH3:1][C:2]1[CH:10]=[CH:9][C:8]([C:11]#[C:12][Si](C)(C)C)=[CH:7][C:3]=1[C:4]([NH2:6])=[O:5].CCCC[N+](CCCC)(CCCC)CCCC.[F-]. The catalyst is C1COCC1. The product is [C:11]([C:8]1[CH:9]=[CH:10][C:2]([CH3:1])=[C:3]([CH:7]=1)[C:4]([NH2:6])=[O:5])#[CH:12]. The yield is 0.670. (10) The reactants are [NH2:1][C:2]1[N:7]=[C:6]([NH:8][C:9]2[C:10]3[N:11]([C:16]([C:19]([NH:21][C:22]4[CH:27]=[CH:26][N:25]=[CH:24][C:23]=4[F:28])=[O:20])=[CH:17][N:18]=3)[N:12]=[C:13](Cl)[CH:14]=2)[CH:5]=[C:4]([Cl:29])[CH:3]=1.[C@H:30]1([NH2:37])[CH2:35][CH2:34][C@H:33]([NH2:36])[CH2:32][CH2:31]1. The catalyst is CN1C(=O)CCC1. The product is [NH2:1][C:2]1[N:7]=[C:6]([NH:8][C:9]2[C:10]3[N:11]([C:16]([C:19]([NH:21][C:22]4[CH:27]=[CH:26][N:25]=[CH:24][C:23]=4[F:28])=[O:20])=[CH:17][N:18]=3)[N:12]=[C:13]([NH:36][C@H:33]3[CH2:34][CH2:35][C@H:30]([NH2:37])[CH2:31][CH2:32]3)[CH:14]=2)[CH:5]=[C:4]([Cl:29])[CH:3]=1. The yield is 0.250.